From a dataset of Catalyst prediction with 721,799 reactions and 888 catalyst types from USPTO. Predict which catalyst facilitates the given reaction. (1) Reactant: [CH2:1]([O:3][CH2:4][CH2:5][S:6][C:7]1[CH:12]=[C:11]([CH3:13])[C:10]([C:14]2[CH:19]=[CH:18][CH:17]=[C:16]([CH:20]=[O:21])[CH:15]=2)=[C:9]([CH3:22])[CH:8]=1)[CH3:2].[BH4-].[Na+]. Product: [CH2:1]([O:3][CH2:4][CH2:5][S:6][C:7]1[CH:12]=[C:11]([CH3:13])[C:10]([C:14]2[CH:19]=[CH:18][CH:17]=[C:16]([CH2:20][OH:21])[CH:15]=2)=[C:9]([CH3:22])[CH:8]=1)[CH3:2]. The catalyst class is: 83. (2) Reactant: C([O:5][C:6]([N:8]1[CH2:12][CH2:11][C@H:10]([O:13][C:14]2[CH:15]=[CH:16][C:17]3[O:22][CH2:21][CH2:20][N:19]([C:23]4[CH:24]=[N:25][C:26]([O:32][CH3:33])=[C:27]([CH:29]([F:31])[F:30])[CH:28]=4)[C:18]=3[C:34]=2[CH3:35])[CH2:9]1)=O)(C)(C)C.C(O)(C(F)(F)F)=O.[O:43]=[S:44]1(=[O:53])[CH2:49][CH2:48][CH:47](C(O)=O)[CH2:46][CH2:45]1.CCN(CC)CC.C(Cl)CCl.C1C=CC2N(O)N=NC=2C=1. Product: [F:31][CH:29]([F:30])[C:27]1[CH:28]=[C:23]([N:19]2[C:18]3[C:34]([CH3:35])=[C:14]([O:13][C@H:10]4[CH2:11][CH2:12][N:8]([C:6]([CH:47]5[CH2:48][CH2:49][S:44](=[O:53])(=[O:43])[CH2:45][CH2:46]5)=[O:5])[CH2:9]4)[CH:15]=[CH:16][C:17]=3[O:22][CH2:21][CH2:20]2)[CH:24]=[N:25][C:26]=1[O:32][CH3:33]. The catalyst class is: 2. (3) Reactant: [C:1]([O:5][C:6]([C:8]1[C:9]([C:28](O)=[O:29])=[N:10][C:11]([C:21]2[CH:26]=[CH:25][C:24]([Cl:27])=[CH:23][CH:22]=2)=[C:12]([C:14]2[CH:19]=[CH:18][C:17]([Cl:20])=[CH:16][CH:15]=2)[N:13]=1)=[O:7])([CH3:4])([CH3:3])[CH3:2].[F:31][C:32]1([F:39])[CH2:37][CH2:36][CH:35]([NH2:38])[CH2:34][CH2:33]1.C1CN([P+](ON2N=NC3C=CC=CC2=3)(N2CCCC2)N2CCCC2)CC1.F[P-](F)(F)(F)(F)F. Product: [Cl:27][C:24]1[CH:23]=[CH:22][C:21]([C:11]2[N:10]=[C:9]([C:28]([NH:38][CH:35]3[CH2:36][CH2:37][C:32]([F:39])([F:31])[CH2:33][CH2:34]3)=[O:29])[C:8]([C:6]([O:5][C:1]([CH3:2])([CH3:4])[CH3:3])=[O:7])=[N:13][C:12]=2[C:14]2[CH:19]=[CH:18][C:17]([Cl:20])=[CH:16][CH:15]=2)=[CH:26][CH:25]=1. The catalyst class is: 17. (4) Reactant: [Br:1][C@H:2]([CH:6]([CH3:8])[CH3:7])[C:3]([OH:5])=[O:4].[CH:9]1([NH:15][CH:16]2[CH2:21][CH2:20][CH2:19][CH2:18][CH2:17]2)[CH2:14][CH2:13][CH2:12][CH2:11][CH2:10]1. Product: [CH:16]1([NH:15][CH:9]2[CH2:10][CH2:11][CH2:12][CH2:13][CH2:14]2)[CH2:17][CH2:18][CH2:19][CH2:20][CH2:21]1.[Br:1][C@H:2]([CH:6]([CH3:8])[CH3:7])[C:3]([OH:5])=[O:4]. The catalyst class is: 11. (5) The catalyst class is: 1. Reactant: [Br:1][C:2]1[CH:3]=[CH:4][C:5](=[O:8])[NH:6][CH:7]=1.[H-].[Na+].I[CH3:12]. Product: [Br:1][C:2]1[CH:3]=[CH:4][C:5](=[O:8])[N:6]([CH3:12])[CH:7]=1. (6) Reactant: [OH:1][C:2]1[CH:7]=[CH:6][C:5]([C:8](=[O:10])[CH3:9])=[C:4]([CH3:11])[CH:3]=1.C([O-])([O-])=O.[K+].[K+].[CH2:18](Br)[C:19]1[CH:24]=[CH:23][CH:22]=[CH:21][CH:20]=1. Product: [CH2:18]([O:1][C:2]1[CH:7]=[CH:6][C:5]([C:8](=[O:10])[CH3:9])=[C:4]([CH3:11])[CH:3]=1)[C:19]1[CH:24]=[CH:23][CH:22]=[CH:21][CH:20]=1. The catalyst class is: 21. (7) The catalyst class is: 1. Product: [Cl:22][C:21]1[C:16]([O:15][C@@H:12]2[CH2:13][CH2:14][C@H:9]([OH:8])[CH2:10][C@H:11]2[C:45]2[N:49]([CH3:50])[N:48]=[CH:47][CH:46]=2)=[CH:17][C:18]([F:44])=[C:19]([S:23]([N:26]([CH2:33][C:34]2[CH:39]=[CH:38][C:37]([O:40][CH3:41])=[CH:36][C:35]=2[O:42][CH3:43])[C:27]2[CH:32]=[CH:31][N:30]=[CH:29][N:28]=2)(=[O:25])=[O:24])[CH:20]=1. Reactant: [Si]([O:8][C@H:9]1[CH2:14][CH2:13][C@@H:12]([O:15][C:16]2[C:21]([Cl:22])=[CH:20][C:19]([S:23]([N:26]([CH2:33][C:34]3[CH:39]=[CH:38][C:37]([O:40][CH3:41])=[CH:36][C:35]=3[O:42][CH3:43])[C:27]3[CH:32]=[CH:31][N:30]=[CH:29][N:28]=3)(=[O:25])=[O:24])=[C:18]([F:44])[CH:17]=2)[C@H:11]([C:45]2[N:49]([CH3:50])[N:48]=[CH:47][CH:46]=2)[CH2:10]1)(C(C)(C)C)(C)C.[F-].C([N+](CCCC)(CCCC)CCCC)CCC.